This data is from Full USPTO retrosynthesis dataset with 1.9M reactions from patents (1976-2016). The task is: Predict the reactants needed to synthesize the given product. (1) Given the product [CH:1]1([N:4]([CH2:31][C:32]2[CH:37]=[C:36]([CH2:38][CH2:39][CH2:40][O:41][CH3:42])[CH:35]=[C:34]([O:43][CH2:44][CH2:45][O:46][CH3:47])[CH:33]=2)[C:5]([C@@H:7]2[C@:12]([C:16]3[CH:21]=[CH:20][C:19]([F:22])=[C:18]([F:23])[CH:17]=3)([O:13][CH2:14][CH3:15])[CH2:11][CH2:10][NH:9][CH2:8]2)=[O:6])[CH2:3][CH2:2]1, predict the reactants needed to synthesize it. The reactants are: [CH:1]1([N:4]([CH2:31][C:32]2[CH:37]=[C:36]([CH2:38][CH2:39][CH2:40][O:41][CH3:42])[CH:35]=[C:34]([O:43][CH2:44][CH2:45][O:46][CH3:47])[CH:33]=2)[C:5]([C@@H:7]2[C@:12]([C:16]3[CH:21]=[CH:20][C:19]([F:22])=[C:18]([F:23])[CH:17]=3)([O:13][CH2:14][CH3:15])[CH2:11][CH2:10][N:9](C(OC(C)(C)C)=O)[CH2:8]2)=[O:6])[CH2:3][CH2:2]1.Cl. (2) Given the product [ClH:1].[NH2:37][CH2:38][CH2:39][NH:40][C:2]1[N:3]=[C:4]([CH:16]2[C:24]3[C:19](=[CH:20][CH:21]=[C:22]([C:25]([F:27])([F:26])[F:28])[CH:23]=3)[NH:18][C:17]2=[O:29])[C:5]2[C:6](=[N:8][N:9]([CH:11]3[CH2:15][CH2:14][CH2:13][CH2:12]3)[CH:10]=2)[N:7]=1, predict the reactants needed to synthesize it. The reactants are: [Cl:1][C:2]1[N:3]=[C:4]([CH:16]2[C:24]3[C:19](=[CH:20][CH:21]=[C:22]([C:25]([F:28])([F:27])[F:26])[CH:23]=3)[NH:18][C:17]2=[O:29])[C:5]2[C:6](=[N:8][N:9]([CH:11]3[CH2:15][CH2:14][CH2:13][CH2:12]3)[CH:10]=2)[N:7]=1.C([NH:37][CH2:38][CH2:39][NH2:40])(OC(C)(C)C)=O.